From a dataset of Forward reaction prediction with 1.9M reactions from USPTO patents (1976-2016). Predict the product of the given reaction. (1) Given the reactants [Br:1][C:2]1[CH:9]=[CH:8][C:5]([CH:6]=O)=[CH:4][CH:3]=1.[CH2:10]1[CH2:16][O:15][CH2:14][CH2:13][NH:12][CH2:11]1.Cl.C(O)(=O)C.C(O[BH-](OC(=O)C)OC(=O)C)(=O)C.[Na+], predict the reaction product. The product is: [Br:1][C:2]1[CH:9]=[CH:8][C:5]([CH2:6][N:12]2[CH2:11][CH2:10][CH2:16][O:15][CH2:14][CH2:13]2)=[CH:4][CH:3]=1. (2) Given the reactants [Cl:1][C:2]1[CH:3]=[C:4]2[C:8](=[CH:9][CH:10]=1)[NH:7][CH:6]=[C:5]2[CH2:11][CH2:12][NH:13][C:14](=[O:23])[C:15]1[CH:20]=[CH:19][CH:18]=[C:17]([CH2:21]Cl)[CH:16]=1.[C:24]1([CH3:33])[CH:29]=[CH:28][CH:27]=[C:26](B(O)O)[CH:25]=1.C(=O)([O-])[O-].[Na+].[Na+].[I-].[Na+], predict the reaction product. The product is: [Cl:1][C:2]1[CH:3]=[C:4]2[C:8](=[CH:9][CH:10]=1)[NH:7][CH:6]=[C:5]2[CH2:11][CH2:12][NH:13][C:14](=[O:23])[C:15]1[CH:20]=[CH:19][CH:18]=[C:17]([CH2:21][C:26]2[CH:27]=[CH:28][CH:29]=[C:24]([CH3:33])[CH:25]=2)[CH:16]=1. (3) Given the reactants [ClH:1].C([N:9]1[CH2:16][CH:15]2[O:17][CH:11]([CH2:12][N:13]([C:18]([O:20][C:21]([CH3:24])([CH3:23])[CH3:22])=[O:19])[CH2:14]2)[CH2:10]1)C1C=CC=CC=1.CO, predict the reaction product. The product is: [ClH:1].[CH:11]12[O:17][CH:15]([CH2:16][NH:9][CH2:10]1)[CH2:14][N:13]([C:18]([O:20][C:21]([CH3:24])([CH3:23])[CH3:22])=[O:19])[CH2:12]2. (4) The product is: [NH2:1][C:2]1[CH:7]=[CH:6][C:5]([Cl:8])=[CH:4][C:3]=1[CH:9]([C:11]1[CH:16]=[CH:15][CH:14]=[CH:13][C:12]=1[Cl:17])[OH:10]. Given the reactants [NH2:1][C:2]1[CH:7]=[CH:6][C:5]([Cl:8])=[CH:4][C:3]=1[C:9]([C:11]1[CH:16]=[CH:15][CH:14]=[CH:13][C:12]=1[Cl:17])=[O:10].[BH4-].[Na+].O, predict the reaction product. (5) Given the reactants [NH:1]1[CH2:5]C[CH2:3][CH2:2]1.[NH:6]1[CH:10]=[CH:9][CH:8]=[C:7]1/[CH:11]=[C:12]1\[C:13](=[O:35])[NH:14][C:15]2[C:20]\1=[CH:19][CH:18]=[C:17]([NH:21][C:22](=[O:34])CC(NC1C=CC(F)=CC=1)=O)[CH:16]=2.[NH:36]1C=CC=C1C=O.[CH2:43]([OH:45])C, predict the reaction product. The product is: [NH:6]1[CH:10]=[CH:9][CH:8]=[C:7]1/[CH:11]=[C:12]1\[C:13](=[O:35])[NH:14][C:15]2[C:20]\1=[CH:19][CH:18]=[C:17]([NH:21][C:22]([N:36]1[CH2:3][CH2:2][N:1]([CH3:5])[C:43]1=[O:45])=[O:34])[CH:16]=2. (6) The product is: [Br:17][CH2:18][CH2:19][CH2:20][CH2:21][CH2:22][O:8][C:5]1[C:6](=[O:7])[CH:1]=[C:2]([CH2:9][OH:10])[O:3][CH:4]=1. Given the reactants [CH:1]1[C:6](=[O:7])[C:5]([OH:8])=[CH:4][O:3][C:2]=1[CH2:9][OH:10].C([O-])([O-])=O.[Cs+].[Cs+].[Br:17][CH2:18][CH2:19][CH2:20][CH2:21][CH2:22]Br, predict the reaction product. (7) Given the reactants [F:1][C:2]([F:13])([F:12])[O:3][C:4]1[CH:11]=[CH:10][C:7]([CH:8]=O)=[CH:6][CH:5]=1.[NH2:14][C:15]1[N:16]=[N:17][C:18]([CH3:21])=[CH:19][CH:20]=1.C([O:24][C:25](=O)[C:26]([OH:40])=[CH:27][C:28](=[O:39])[C:29]1[CH:30]=[N:31][C:32]([C:35]([F:38])([F:37])[F:36])=[CH:33][CH:34]=1)C, predict the reaction product. The product is: [OH:40][C:26]1[C:25](=[O:24])[N:14]([C:15]2[N:16]=[N:17][C:18]([CH3:21])=[CH:19][CH:20]=2)[CH:8]([C:7]2[CH:10]=[CH:11][C:4]([O:3][C:2]([F:13])([F:12])[F:1])=[CH:5][CH:6]=2)[C:27]=1[C:28]([C:29]1[CH:30]=[N:31][C:32]([C:35]([F:38])([F:36])[F:37])=[CH:33][CH:34]=1)=[O:39]. (8) Given the reactants [CH3:1][O:2][C:3]1[N:4]=[CH:5][C:6]([C:9]2([C:12]#[N:13])[CH2:11][CH2:10]2)=[N:7][CH:8]=1.N, predict the reaction product. The product is: [CH3:1][O:2][C:3]1[N:4]=[CH:5][C:6]([C:9]2([CH2:12][NH2:13])[CH2:11][CH2:10]2)=[N:7][CH:8]=1. (9) Given the reactants Cl[C:2]1[C:11]2[CH2:10][CH2:9][C@H:8]3[C@H:12]([CH3:17])[C:13](=[O:16])[CH2:14][CH2:15][C@:7]3([C:18]3[CH:23]=[CH:22][CH:21]=[CH:20][CH:19]=3)[C:6]=2[N:5]=[C:4]([CH3:24])[N:3]=1.[CH3:25][C:26]1[S:27][C:28](B2OC(C)(C)C(C)(C)O2)=[CH:29][N:30]=1.C(=O)([O-])[O-].[Na+].[Na+], predict the reaction product. The product is: [CH3:24][C:4]1[N:3]=[C:2]([C:28]2[S:27][C:26]([CH3:25])=[N:30][CH:29]=2)[C:11]2[CH2:10][CH2:9][C@H:8]3[C@H:12]([CH3:17])[C:13](=[O:16])[CH2:14][CH2:15][C@:7]3([C:18]3[CH:23]=[CH:22][CH:21]=[CH:20][CH:19]=3)[C:6]=2[N:5]=1.